From a dataset of Full USPTO retrosynthesis dataset with 1.9M reactions from patents (1976-2016). Predict the reactants needed to synthesize the given product. (1) Given the product [C:1]([O:5][C:6]([N:7]([C@H:8]1[CH2:16][O:15][CH2:14][C@H:13]([CH2:17][C:18]2[C:27]3[C:22](=[CH:23][CH:24]=[CH:25][CH:26]=3)[CH:21]=[CH:20][CH:19]=2)[C@@H:12]([O:28][Si:29]([CH:30]([CH3:31])[CH3:32])([CH:33]([CH3:34])[CH3:35])[CH:36]([CH3:38])[CH3:37])[C@H:11]([CH3:39])[O:10][C:9]1=[O:40])[C:42](=[O:43])[O:44][C:45]([CH3:48])([CH3:47])[CH3:46])=[O:41])([CH3:4])([CH3:3])[CH3:2], predict the reactants needed to synthesize it. The reactants are: [C:1]([O:5][C:6](=[O:41])[NH:7][C@H:8]1[CH2:16][O:15][CH2:14][C@H:13]([CH2:17][C:18]2[C:27]3[C:22](=[CH:23][CH:24]=[CH:25][CH:26]=3)[CH:21]=[CH:20][CH:19]=2)[C@@H:12]([O:28][Si:29]([CH:36]([CH3:38])[CH3:37])([CH:33]([CH3:35])[CH3:34])[CH:30]([CH3:32])[CH3:31])[C@H:11]([CH3:39])[O:10][C:9]1=[O:40])([CH3:4])([CH3:3])[CH3:2].[C:42](O[C:42]([O:44][C:45]([CH3:48])([CH3:47])[CH3:46])=[O:43])([O:44][C:45]([CH3:48])([CH3:47])[CH3:46])=[O:43]. (2) Given the product [Cl:19][C:18]1[C:13]([NH:12][CH:3]2[CH2:4][CH2:5][C:6]3([CH2:7][CH2:8][N:9]([C:39](=[O:41])[CH3:40])[CH2:10][CH2:11]3)[CH2:1][CH2:2]2)=[N:14][C:15]([NH:20][C:21]2[CH:22]=[CH:23][C:24]3[C:28]([CH:29]=2)=[N:27][N:26]([CH3:30])[C:25]=3[CH3:31])=[N:16][CH:17]=1, predict the reactants needed to synthesize it. The reactants are: [CH2:1]1[C:6]2([CH2:11][CH2:10][NH:9][CH2:8][CH2:7]2)[CH2:5][CH2:4][CH:3]([NH:12][C:13]2[C:18]([Cl:19])=[CH:17][N:16]=[C:15]([NH:20][C:21]3[CH:22]=[CH:23][C:24]4[C:28]([CH:29]=3)=[N:27][N:26]([CH3:30])[C:25]=4[CH3:31])[N:14]=2)[CH2:2]1.C(N(CC)CC)C.[C:39](OC(=O)C)(=[O:41])[CH3:40]. (3) Given the product [NH2:8][CH2:9][CH2:10][CH2:11][N:12]1[C:21]2[C:22]3[CH:23]=[CH:24][CH:25]=[CH:26][C:27]=3[C:28](=[O:29])[C:20]=2[C:19]2[C:14](=[CH:15][C:16]([NH:30][C:31](=[O:36])[C:32]([O:34][CH3:35])=[O:33])=[CH:17][CH:18]=2)[C:13]1=[O:37], predict the reactants needed to synthesize it. The reactants are: C(OC([NH:8][CH2:9][CH2:10][CH2:11][N:12]1[C:21]2[C:22]3[CH:23]=[CH:24][CH:25]=[CH:26][C:27]=3[C:28](=[O:29])[C:20]=2[C:19]2[C:14](=[CH:15][C:16]([NH:30][C:31](=[O:36])[C:32]([O:34][CH3:35])=[O:33])=[CH:17][CH:18]=2)[C:13]1=[O:37])=O)(C)(C)C.FC(F)(F)C(O)=O. (4) Given the product [NH4+:1].[OH-:5].[F:57][C:58]1[CH:59]=[C:60]([S:64][C:22]2[CH:23]=[C:24]3[C:19](=[CH:20][CH:21]=2)[C@H:18]([CH2:41][N:1]2[CH2:4][CH:3]([OH:5])[CH2:2]2)[CH2:17][CH2:26][CH2:13]3)[CH:61]=[CH:62][CH:63]=1, predict the reactants needed to synthesize it. The reactants are: [NH:1]1[CH2:4][CH:3]([OH:5])[CH2:2]1.C1(P(C2C=CC=CC=2)[C:13]2[C:26]3O[C:24]4[C:19](=[CH:20][CH:21]=[CH:22][C:23]=4P(C4C=CC=CC=4)C4C=CC=CC=4)[C:18]([CH3:41])(C)[C:17]=3C=CC=2)C=CC=CC=1.C(N(C(C)C)CC)(C)C.[F:57][C:58]1[CH:59]=[C:60]([SH:64])[CH:61]=[CH:62][CH:63]=1. (5) Given the product [Cl:1][C:2]1[CH:8]=[C:7]([O:9][C:10]2[C:19]3[C:14](=[CH:15][C:16]([O:22][CH3:23])=[C:17]([O:20][CH3:21])[CH:18]=3)[N:13]=[CH:12][N:11]=2)[CH:6]=[CH:5][C:3]=1[NH:4][C:35]([NH:43][C:44]1[S:45][C:46]([CH3:49])=[CH:47][N:48]=1)=[O:41], predict the reactants needed to synthesize it. The reactants are: [Cl:1][C:2]1[CH:8]=[C:7]([O:9][C:10]2[C:19]3[C:14](=[CH:15][C:16]([O:22][CH3:23])=[C:17]([O:20][CH3:21])[CH:18]=3)[N:13]=[CH:12][N:11]=2)[CH:6]=[CH:5][C:3]=1[NH2:4].C(N(CC)CC)C.ClC(Cl)(O[C:35](=[O:41])OC(Cl)(Cl)Cl)Cl.[NH2:43][C:44]1[S:45][C:46]([CH3:49])=[CH:47][N:48]=1. (6) Given the product [CH2:30]([O:32][C:3]1[CH:12]=[C:11]2[C:6]([C:7]([NH:13][C:14]3[CH:19]=[CH:18][C:17]([O:20][C:21]4[CH:26]=[CH:25][CH:24]=[CH:23][CH:22]=4)=[CH:16][CH:15]=3)=[N:8][CH:9]=[N:10]2)=[CH:5][C:4]=1[N+:27]([O-:29])=[O:28])[CH3:31], predict the reactants needed to synthesize it. The reactants are: [Na].F[C:3]1[CH:12]=[C:11]2[C:6]([C:7]([NH:13][C:14]3[CH:19]=[CH:18][C:17]([O:20][C:21]4[CH:26]=[CH:25][CH:24]=[CH:23][CH:22]=4)=[CH:16][CH:15]=3)=[N:8][CH:9]=[N:10]2)=[CH:5][C:4]=1[N+:27]([O-:29])=[O:28].[CH2:30]([OH:32])[CH3:31]. (7) Given the product [CH3:17][N:15]([CH3:16])[CH2:14][CH2:13][N:8]1[C:9]2[C:4](=[CH:3][C:2]([NH:1][C:25]([C:21]3[S:20][CH:24]=[CH:23][CH:22]=3)=[NH:26])=[CH:11][C:10]=2[F:12])[CH2:5][CH2:6][C:7]1=[O:18], predict the reactants needed to synthesize it. The reactants are: [NH2:1][C:2]1[CH:3]=[C:4]2[C:9](=[C:10]([F:12])[CH:11]=1)[N:8]([CH2:13][CH2:14][N:15]([CH3:17])[CH3:16])[C:7](=[O:18])[CH2:6][CH2:5]2.I.[S:20]1[CH:24]=[CH:23][CH:22]=[C:21]1[C:25](SC)=[NH:26]. (8) The reactants are: [CH2:1]([C:5]1[N:6]=[C:7]([CH3:27])[NH:8][C:9](=[O:26])[C:10]=1[CH2:11][C:12]1[CH:17]=[CH:16][C:15]([C:18]2[C:19]([C:24]#[N:25])=[CH:20][CH:21]=[CH:22][CH:23]=2)=[CH:14][CH:13]=1)[CH2:2][CH2:3][CH3:4].[F:28][C:29]1[CH:34]=[CH:33][C:32](B(O)O)=[CH:31][C:30]=1[CH3:38].C(N(CC)CC)C.N1C=CC=CC=1. Given the product [CH2:1]([C:5]1[N:6]=[C:7]([CH3:27])[N:8]([C:32]2[CH:33]=[CH:34][C:29]([F:28])=[C:30]([CH3:38])[CH:31]=2)[C:9](=[O:26])[C:10]=1[CH2:11][C:12]1[CH:17]=[CH:16][C:15]([C:18]2[C:19]([C:24]#[N:25])=[CH:20][CH:21]=[CH:22][CH:23]=2)=[CH:14][CH:13]=1)[CH2:2][CH2:3][CH3:4], predict the reactants needed to synthesize it.